This data is from Peptide-MHC class II binding affinity with 134,281 pairs from IEDB. The task is: Regression. Given a peptide amino acid sequence and an MHC pseudo amino acid sequence, predict their binding affinity value. This is MHC class II binding data. (1) The peptide sequence is PHHTALRQAILCWGELMTLA. The MHC is DRB5_0101 with pseudo-sequence DRB5_0101. The binding affinity (normalized) is 0.530. (2) The peptide sequence is GSLKPNCGNKVVVSY. The binding affinity (normalized) is 0.422. The MHC is HLA-DQA10501-DQB10301 with pseudo-sequence HLA-DQA10501-DQB10301. (3) The peptide sequence is PELEEEMFKKRNLTI. The MHC is DRB1_0404 with pseudo-sequence DRB1_0404. The binding affinity (normalized) is 0. (4) The MHC is H-2-IAs with pseudo-sequence H-2-IAs. The peptide sequence is DTPYLDITYHFVAQRLPL. The binding affinity (normalized) is 0.426. (5) The peptide sequence is ASTGGAYESYKFIPA. The MHC is DRB1_0301 with pseudo-sequence DRB1_0301. The binding affinity (normalized) is 0.0498. (6) The peptide sequence is VATLSEALRIIAGTL. The MHC is DRB1_0802 with pseudo-sequence DRB1_0802. The binding affinity (normalized) is 0.536.